This data is from Forward reaction prediction with 1.9M reactions from USPTO patents (1976-2016). The task is: Predict the product of the given reaction. (1) Given the reactants [Cl:1][C:2]1[CH:3]=[C:4]([CH2:9][CH2:10][CH2:11][C:12]2[O:16][N:15]=[C:14]([C:17]([OH:19])=O)[CH:13]=2)[CH:5]=[CH:6][C:7]=1[Cl:8].Cl.[O:21]1[CH2:25][CH2:24][CH:23]([CH2:26][NH2:27])[CH2:22]1.C(N(CC)CC)C.ON1C2C=CC=CC=2N=N1.Cl.C(N=C=NCCCN(C)C)C, predict the reaction product. The product is: [O:21]1[CH2:25][CH2:24][CH:23]([CH2:26][NH:27][C:17]([C:14]2[CH:13]=[C:12]([CH2:11][CH2:10][CH2:9][C:4]3[CH:5]=[CH:6][C:7]([Cl:8])=[C:2]([Cl:1])[CH:3]=3)[O:16][N:15]=2)=[O:19])[CH2:22]1. (2) Given the reactants [F:1][C:2]1[CH:10]=[CH:9][C:5]([C:6]([OH:8])=O)=[CH:4][C:3]=1[OH:11].Cl.[CH3:13][NH:14][O:15][CH3:16], predict the reaction product. The product is: [F:1][C:2]1[CH:10]=[CH:9][C:5]([C:6]([N:14]([O:15][CH3:16])[CH3:13])=[O:8])=[CH:4][C:3]=1[OH:11]. (3) Given the reactants [NH2:1][C:2]1[N:7]=[CH:6][N:5]=[C:4]2[N:8]([CH2:25][C@H:26]3[CH2:30][CH2:29][CH2:28][N:27]3[C:31](=[O:35])[CH2:32][C:33]#[N:34])[N:9]=[C:10]([C:11]3[CH:16]=[CH:15][C:14]([O:17][C:18]4[CH:23]=[CH:22][CH:21]=[CH:20][CH:19]=4)=[CH:13][C:12]=3[F:24])[C:3]=12.N1CCCCC1.[CH3:42][C:43]([N:47]1[CH2:52][CH2:51][CH2:50][CH2:49][CH2:48]1)([CH3:46])[CH:44]=O, predict the reaction product. The product is: [NH2:1][C:2]1[N:7]=[CH:6][N:5]=[C:4]2[N:8]([CH2:25][C@H:26]3[CH2:30][CH2:29][CH2:28][N:27]3[C:31]([C:32](=[CH:42][C:43]([CH3:46])([N:47]3[CH2:52][CH2:51][CH2:50][CH2:49][CH2:48]3)[CH3:44])[C:33]#[N:34])=[O:35])[N:9]=[C:10]([C:11]3[CH:16]=[CH:15][C:14]([O:17][C:18]4[CH:19]=[CH:20][CH:21]=[CH:22][CH:23]=4)=[CH:13][C:12]=3[F:24])[C:3]=12. (4) The product is: [CH3:23][O:24][CH2:2][C:3]1[CH:4]=[C:5]([CH3:22])[CH:6]=[C:7]2[C:12]=1[O:11][CH:10]([C:13]([F:16])([F:15])[F:14])[C:9]([C:17]([O:19][CH2:20][CH3:21])=[O:18])=[CH:8]2. Given the reactants I[CH2:2][C:3]1[CH:4]=[C:5]([CH3:22])[CH:6]=[C:7]2[C:12]=1[O:11][CH:10]([C:13]([F:16])([F:15])[F:14])[C:9]([C:17]([O:19][CH2:20][CH3:21])=[O:18])=[CH:8]2.[CH3:23][O-:24].[Na+], predict the reaction product. (5) Given the reactants [CH2:1]([O:8][C:9]1[CH:14]=[CH:13][C:12]([C:15]([CH2:22][CH3:23])([CH2:20][CH3:21])[C:16]([O:18]C)=[O:17])=[CH:11][C:10]=1[CH3:24])[C:2]1[CH:7]=[CH:6][CH:5]=[CH:4][CH:3]=1.[OH-].[Na+].Cl, predict the reaction product. The product is: [CH2:1]([O:8][C:9]1[CH:14]=[CH:13][C:12]([C:15]([CH2:22][CH3:23])([CH2:20][CH3:21])[C:16]([OH:18])=[O:17])=[CH:11][C:10]=1[CH3:24])[C:2]1[CH:3]=[CH:4][CH:5]=[CH:6][CH:7]=1. (6) Given the reactants C[O:2][C:3](=[O:22])[CH:4]([C:11]1[CH:16]=[CH:15][C:14]([S:17]([CH3:20])(=[O:19])=[O:18])=[C:13]([Br:21])[CH:12]=1)[CH2:5][CH:6]1[CH2:10][CH2:9][CH2:8][CH2:7]1.[OH-].[Li+], predict the reaction product. The product is: [Br:21][C:13]1[CH:12]=[C:11]([CH:4]([CH2:5][CH:6]2[CH2:10][CH2:9][CH2:8][CH2:7]2)[C:3]([OH:22])=[O:2])[CH:16]=[CH:15][C:14]=1[S:17]([CH3:20])(=[O:19])=[O:18]. (7) Given the reactants [Br:1][C:2]1[CH:10]=[C:9]2[C:5]([C:6]([CH3:38])=[CH:7][N:8]2[S:11]([C:14]2[C:23]3[C:18](=[CH:19][CH:20]=[CH:21][CH:22]=3)[C:17]([O:24][CH3:25])=[C:16]([N:26]3[CH2:31][CH2:30][N:29](C(=O)C(Cl)(Cl)Cl)[CH2:28][CH2:27]3)[CH:15]=2)(=[O:13])=[O:12])=[CH:4][CH:3]=1.[OH-].[K+], predict the reaction product. The product is: [Br:1][C:2]1[CH:10]=[C:9]2[C:5]([C:6]([CH3:38])=[CH:7][N:8]2[S:11]([C:14]2[C:23]3[C:18](=[CH:19][CH:20]=[CH:21][CH:22]=3)[C:17]([O:24][CH3:25])=[C:16]([N:26]3[CH2:27][CH2:28][NH:29][CH2:30][CH2:31]3)[CH:15]=2)(=[O:13])=[O:12])=[CH:4][CH:3]=1.